Dataset: Forward reaction prediction with 1.9M reactions from USPTO patents (1976-2016). Task: Predict the product of the given reaction. (1) Given the reactants FC(F)(F)S(O[C:7]1[CH:15]=[CH:14][CH:13]=[C:12]2[C:8]=1[C:9]1[CH:19]=[C:18]([Cl:20])[CH:17]=[N:16][C:10]=1[NH:11]2)(=O)=O.[F:23][C:24]1[CH:29]=[CH:28][C:27](B(O)O)=[CH:26][CH:25]=1.C(=O)([O-])[O-].[Na+].[Na+].Cl, predict the reaction product. The product is: [Cl:20][C:18]1[CH:17]=[N:16][C:10]2[NH:11][C:12]3[C:8]([C:9]=2[CH:19]=1)=[C:7]([C:27]1[CH:28]=[CH:29][C:24]([F:23])=[CH:25][CH:26]=1)[CH:15]=[CH:14][CH:13]=3. (2) Given the reactants Br[C:2]1[CH:3]=[C:4]2[C:8](=[CH:9][CH:10]=1)[N:7]([S:11]([C:14]1[CH:24]=[CH:23][C:17]([O:18][CH2:19][C:20]([OH:22])=[O:21])=[C:16]([CH3:25])[CH:15]=1)(=[O:13])=[O:12])[CH2:6][C:5]2([CH3:27])[CH3:26].[F:28][C:29]([F:40])([F:39])[C:30]1[CH:35]=[CH:34][C:33](B(O)O)=[CH:32][CH:31]=1.C(=O)([O-])[O-].[Na+].[Na+].N1C(S)=NC(S)=NC=1S.FC(F)(F)C(O)=O, predict the reaction product. The product is: [F:28][C:29]([F:40])([F:39])[C:30]1[CH:35]=[CH:34][C:33]([C:2]2[CH:3]=[C:4]3[C:8](=[CH:9][CH:10]=2)[N:7]([S:11]([C:14]2[CH:24]=[CH:23][C:17]([O:18][CH2:19][C:20]([OH:22])=[O:21])=[C:16]([CH3:25])[CH:15]=2)(=[O:12])=[O:13])[CH2:6][C:5]3([CH3:26])[CH3:27])=[CH:32][CH:31]=1.